From a dataset of Reaction yield outcomes from USPTO patents with 853,638 reactions. Predict the reaction yield, written as a fraction of the theoretical maximum amount of product (1.0 means a 100% yield; for example, 0.34 means a 34% yield). (1) The reactants are [F:1][C:2]1[CH:28]=[C:27]([F:29])[CH:26]=[CH:25][C:3]=1[O:4][CH:5]1[CH2:10][CH2:9][N:8]([C:11]2[N:12]=[C:13]3[CH:24]=[CH:23][N:22]=[CH:21][C:14]3=[N:15][C:16]=2[NH:17][CH:18]([CH3:20])[CH3:19])[CH2:7][CH2:6]1.[C:30](OC(=O)C)(=[O:32])[CH3:31]. The catalyst is O1CCOCC1.CC(C)=O.[Pd]. The product is [F:1][C:2]1[CH:28]=[C:27]([F:29])[CH:26]=[CH:25][C:3]=1[O:4][CH:5]1[CH2:6][CH2:7][N:8]([C:11]2[N:12]=[C:13]3[CH2:24][CH2:23][N:22]([C:30](=[O:32])[CH3:31])[CH2:21][C:14]3=[N:15][C:16]=2[NH:17][CH:18]([CH3:20])[CH3:19])[CH2:9][CH2:10]1. The yield is 0.510. (2) The yield is 0.240. The product is [CH3:33][S:31][CH2:30][CH2:2][C:3]([NH:8][CH2:9][C:10]1[CH:11]=[CH:12][CH:13]=[C:14]([C:16]2[S:17][C:18]3[CH:26]=[CH:25][CH:24]=[CH:23][C:19]=3[C:20](=[O:22])[N:21]=2)[N:15]=1)=[O:5]. The reactants are F[C:2](F)(F)[C:3]([OH:5])=O.[NH2:8][CH2:9][C:10]1[N:15]=[C:14]([C:16]2[S:17][C:18]3[CH:26]=[CH:25][CH:24]=[CH:23][C:19]=3[C:20](=[O:22])[N:21]=2)[CH:13]=[CH:12][CH:11]=1.CCC[C:30](Cl)=[S:31].[C:33](OCC)(=O)C.O. The catalyst is CN(C)C(=O)C. (3) The reactants are Cl.[NH2:2][OH:3].C([O-])(O)=O.[Na+].C(=O)=O.[C:12]([O:16][C:17]([N:19]1[CH2:23][CH2:22][CH2:21][C@H:20]1[CH2:24][NH:25][C:26]1[CH:31]=[CH:30][C:29]([C:32]#[N:33])=[CH:28][C:27]=1[O:34][C:35]1[CH:40]=[CH:39][C:38]([O:41][CH3:42])=[CH:37][CH:36]=1)=[O:18])([CH3:15])([CH3:14])[CH3:13]. The catalyst is CCO.O. The product is [C:12]([O:16][C:17]([N:19]1[CH2:23][CH2:22][CH2:21][C@H:20]1[CH2:24][NH:25][C:26]1[CH:31]=[CH:30][C:29]([C:32](=[NH:33])[NH:2][OH:3])=[CH:28][C:27]=1[O:34][C:35]1[CH:36]=[CH:37][C:38]([O:41][CH3:42])=[CH:39][CH:40]=1)=[O:18])([CH3:15])([CH3:14])[CH3:13]. The yield is 0.520. (4) The yield is 0.950. The reactants are [N+:1]([C:4]1[CH:9]=[CH:8][C:7]([OH:10])=[CH:6][C:5]=1[C:11]([F:14])([F:13])[F:12])([O-])=O. The product is [NH2:1][C:4]1[CH:9]=[CH:8][C:7]([OH:10])=[CH:6][C:5]=1[C:11]([F:12])([F:13])[F:14]. The catalyst is CO.[Pd]. (5) The reactants are [Cl:1][C:2]1[CH:3]=[C:4]([CH:23]=[CH:24][C:25]=1[OH:26])[NH:5][C:6]1[C:15]2[C:10](=[CH:11][CH:12]=[CH:13][C:14]=2[O:16][CH:17]2[CH2:22][CH2:21][O:20][CH2:19][CH2:18]2)[N:9]=[CH:8][N:7]=1.Cl[CH2:28][C:29]1[CH:34]=[N:33][CH:32]=[CH:31][N:30]=1. No catalyst specified. The product is [Cl:1][C:2]1[CH:3]=[C:4]([CH:23]=[CH:24][C:25]=1[O:26][CH2:28][C:29]1[CH:34]=[N:33][CH:32]=[CH:31][N:30]=1)[NH:5][C:6]1[C:15]2[C:10](=[CH:11][CH:12]=[CH:13][C:14]=2[O:16][CH:17]2[CH2:18][CH2:19][O:20][CH2:21][CH2:22]2)[N:9]=[CH:8][N:7]=1. The yield is 0.0400.